This data is from Reaction yield outcomes from USPTO patents with 853,638 reactions. The task is: Predict the reaction yield, written as a fraction of the theoretical maximum amount of product (1.0 means a 100% yield; for example, 0.34 means a 34% yield). (1) The reactants are [Cl:1][C:2]1[CH:10]=[C:6]([C:7]([OH:9])=O)[C:5]([OH:11])=[CH:4][CH:3]=1.[NH2:12][C:13]1[S:14][CH:15]=[C:16]([C:18]2[CH:23]=[CH:22][C:21]([Cl:24])=[CH:20][C:19]=2[Cl:25])[N:17]=1. No catalyst specified. The product is [Cl:1][C:2]1[CH:3]=[CH:4][C:5]([OH:11])=[C:6]([CH:10]=1)[C:7]([NH:12][C:13]1[S:14][CH:15]=[C:16]([C:18]2[CH:23]=[CH:22][C:21]([Cl:24])=[CH:20][C:19]=2[Cl:25])[N:17]=1)=[O:9]. The yield is 0.0800. (2) The reactants are N[C@@H]1CCCC[C@H]1N.C(=O)([O-])[O-].[K+].[K+].[CH3:15][C:16]1[CH:21]=[CH:20][N:19]=[CH:18][C:17]=1[N:22]1[CH2:26][CH2:25][NH:24][C:23]1=[O:27].Br[C:29]1[CH:38]=[CH:37][C:36]2[C:31](=[CH:32][CH:33]=[CH:34][CH:35]=2)[CH:30]=1. The catalyst is C(Cl)(Cl)Cl.[Cu](I)I.CO.O1CCOCC1. The product is [CH3:15][C:16]1[CH:21]=[CH:20][N:19]=[CH:18][C:17]=1[N:22]1[CH2:26][CH2:25][N:24]([C:29]2[CH:38]=[CH:37][C:36]3[C:31](=[CH:32][CH:33]=[CH:34][CH:35]=3)[CH:30]=2)[C:23]1=[O:27]. The yield is 0.730. (3) The reactants are [Cl:1][C:2]1[C:3]([O:12][C:13]2[CH:18]=[C:17]([O:19][CH2:20][CH2:21][O:22][CH3:23])[CH:16]=[CH:15][C:14]=2[CH2:24][OH:25])=[N:4][CH:5]=[C:6]([C:8]([F:11])([F:10])[F:9])[CH:7]=1.Cl[S:27]([N:30]=[C:31]=[O:32])(=[O:29])=[O:28].[CH3:33][O:34][CH2:35][CH2:36][CH2:37][NH2:38].Cl. The catalyst is ClCCl.C(OCC)(=O)C.N1C=CC=CC=1. The product is [CH3:33][O:34][CH2:35][CH2:36][CH2:37][NH:38][S:27]([NH:30][C:31](=[O:32])[O:25][CH2:24][C:14]1[CH:15]=[CH:16][C:17]([O:19][CH2:20][CH2:21][O:22][CH3:23])=[CH:18][C:13]=1[O:12][C:3]1[C:2]([Cl:1])=[CH:7][C:6]([C:8]([F:9])([F:11])[F:10])=[CH:5][N:4]=1)(=[O:29])=[O:28]. The yield is 0.610.